From a dataset of Reaction yield outcomes from USPTO patents with 853,638 reactions. Predict the reaction yield, written as a fraction of the theoretical maximum amount of product (1.0 means a 100% yield; for example, 0.34 means a 34% yield). (1) The reactants are [F:1][C:2]1[CH:24]=[CH:23][C:5]([CH2:6][CH2:7][C:8]2[S:9][C:10]3[N:11]=[CH:12][N:13]=[C:14]([N:17]4[CH2:22][CH2:21][NH:20][CH2:19][CH2:18]4)[C:15]=3[N:16]=2)=[CH:4][CH:3]=1.[CH3:25][O:26][C:27]1[CH:37]=[CH:36][C:30]([O:31][CH2:32][C:33](O)=[O:34])=[CH:29][CH:28]=1. No catalyst specified. The product is [F:1][C:2]1[CH:24]=[CH:23][C:5]([CH2:6][CH2:7][C:8]2[S:9][C:10]3[N:11]=[CH:12][N:13]=[C:14]([N:17]4[CH2:22][CH2:21][N:20]([C:33](=[O:34])[CH2:32][O:31][C:30]5[CH:36]=[CH:37][C:27]([O:26][CH3:25])=[CH:28][CH:29]=5)[CH2:19][CH2:18]4)[C:15]=3[N:16]=2)=[CH:4][CH:3]=1. The yield is 0.390. (2) The reactants are [NH2:1][C:2]1[S:3][C:4]([CH2:11][CH3:12])=[CH:5][C:6]=1[C:7]([O:9]C)=O.ClC(Cl)(O[C:17](=[O:23])OC(Cl)(Cl)Cl)Cl.C(N(CC)CC)C.[C:32]1([CH2:38][CH2:39][NH2:40])[CH:37]=[CH:36][CH:35]=[CH:34][CH:33]=1. The catalyst is C(Cl)Cl. The product is [CH2:11]([C:4]1[S:3][C:2]2[NH:1][C:17](=[O:23])[N:40]([CH2:39][CH2:38][C:32]3[CH:37]=[CH:36][CH:35]=[CH:34][CH:33]=3)[C:7](=[O:9])[C:6]=2[CH:5]=1)[CH3:12]. The yield is 0.990. (3) The reactants are Cl.[F:2][C:3]1[CH:4]=[C:5]([N:13]2[CH2:18][CH2:17][O:16][CH2:15][CH2:14]2)[CH:6]=[C:7]([F:12])[C:8]=1[N+:9]([O-])=O. The catalyst is O1CCCC1.[Zn]. The product is [F:12][C:7]1[CH:6]=[C:5]([N:13]2[CH2:14][CH2:15][O:16][CH2:17][CH2:18]2)[CH:4]=[C:3]([F:2])[C:8]=1[NH2:9]. The yield is 0.900.